Predict the reactants needed to synthesize the given product. From a dataset of Full USPTO retrosynthesis dataset with 1.9M reactions from patents (1976-2016). (1) Given the product [C:23]1([CH2:22][CH2:21][CH2:20][CH2:19][CH2:18][CH2:17][C:12]([C:10]2[O:11][C:7]([C:3]3[CH:2]=[N:1][CH:6]=[CH:5][CH:4]=3)=[N:8][N:9]=2)=[O:14])[CH:28]=[CH:27][CH:26]=[CH:25][CH:24]=1, predict the reactants needed to synthesize it. The reactants are: [N:1]1[CH:6]=[CH:5][CH:4]=[C:3]([C:7]2[O:11][C:10]([C:12]([O:14]C)=O)=[N:9][N:8]=2)[CH:2]=1.Br[CH2:17][CH2:18][CH2:19][CH2:20][CH2:21][CH2:22][C:23]1[CH:28]=[CH:27][CH:26]=[CH:25][CH:24]=1. (2) Given the product [CH:14]1([C:20]2[CH:21]=[CH:22][C:23]([C:26](=[O:56])/[CH:27]=[C:28](/[C:42]3[CH:43]=[CH:44][C:45]([C:46]([NH:48][CH2:49][CH2:50][C:51]([OH:53])=[O:52])=[O:47])=[CH:54][CH:55]=3)\[C:29](=[O:41])[C:30]3[CH:35]=[CH:34][C:33]([O:36][C:37]([F:38])([F:39])[F:40])=[CH:32][CH:31]=3)=[CH:24][CH:25]=2)[CH2:19][CH2:18][CH2:17][CH2:16][CH2:15]1, predict the reactants needed to synthesize it. The reactants are: II.C1CCN2C(=NCCC2)CC1.[CH:14]1([C:20]2[CH:25]=[CH:24][C:23]([C:26](=[O:56])[CH2:27][CH:28]([C:42]3[CH:55]=[CH:54][C:45]([C:46]([NH:48][CH2:49][CH2:50][C:51]([OH:53])=[O:52])=[O:47])=[CH:44][CH:43]=3)[C:29](=[O:41])[C:30]3[CH:35]=[CH:34][C:33]([O:36][C:37]([F:40])([F:39])[F:38])=[CH:32][CH:31]=3)=[CH:22][CH:21]=2)[CH2:19][CH2:18][CH2:17][CH2:16][CH2:15]1.